This data is from Forward reaction prediction with 1.9M reactions from USPTO patents (1976-2016). The task is: Predict the product of the given reaction. (1) Given the reactants [C:1]([O:9][C:10]1[CH:18]=[C:17]2[C:13]([CH:14]=[C:15]([C:28]([O:30][CH2:31][CH3:32])=[O:29])[N:16]2S(C2C=CC=CC=2)(=O)=O)=[CH:12][CH:11]=1)(=[O:8])[C:2]1[CH:7]=[CH:6][CH:5]=[CH:4][CH:3]=1.CC(C)([O-])C.[K+].C(OCC)(=O)C.CCCCCC, predict the reaction product. The product is: [C:1]([O:9][C:10]1[CH:18]=[C:17]2[C:13]([CH:14]=[C:15]([C:28]([O:30][CH2:31][CH3:32])=[O:29])[NH:16]2)=[CH:12][CH:11]=1)(=[O:8])[C:2]1[CH:3]=[CH:4][CH:5]=[CH:6][CH:7]=1. (2) Given the reactants [Br:1][C:2]1[CH:3]=[C:4]2[N:10]=[C:9]([C:11]3[CH:16]=[CH:15][C:14]([O:17][CH2:18][CH:19]4[CH2:21][O:20]4)=[CH:13][CH:12]=3)[NH:8][C:5]2=[N:6][CH:7]=1.[NH:22]1[CH2:26][CH2:25][CH:24]([OH:27])[CH2:23]1, predict the reaction product. The product is: [Br:1][C:2]1[CH:3]=[C:4]2[N:10]=[C:9]([C:11]3[CH:16]=[CH:15][C:14]([O:17][CH2:18][CH:19]([OH:20])[CH2:21][N:22]4[CH2:26][CH2:25][CH:24]([OH:27])[CH2:23]4)=[CH:13][CH:12]=3)[NH:8][C:5]2=[N:6][CH:7]=1.